Dataset: HIV replication inhibition screening data with 41,000+ compounds from the AIDS Antiviral Screen. Task: Binary Classification. Given a drug SMILES string, predict its activity (active/inactive) in a high-throughput screening assay against a specified biological target. (1) The compound is COC(=O)C(O)C(O)(CCC(C)C)C(=O)OC1C(OC)=CC23CCCN2CCc2cc4c(cc2C13)OCO4. The result is 0 (inactive). (2) The drug is Cc1cc(C)nc(NS(=O)(=O)c2ccc(Nc3c4ccc(Cl)cc4nc4ncccc34)cc2)n1. The result is 0 (inactive). (3) The drug is CC(C)(C)OC(=O)NC(Cc1ccc(OCc2ccccc2)cc1)C(=O)NC(CCCCNC(=O)OCc1ccccc1)C(=O)O. The result is 0 (inactive). (4) The compound is COc1c(O)c2c(=O)cc3c4c5c(cc(=O)c6c(O)c(OC)c(CC(C)O)c(c(c1CC(C)O)c24)c65)OCO3. The result is 0 (inactive). (5) The molecule is COc1cc(OC)c2nc(C)c3c(c2c1)SCC3. The result is 0 (inactive). (6) The drug is CCc1c(O)n(Cc2ccccc2)c(=S)n(Cc2nc3ccccc3[nH]2)c1=O. The result is 0 (inactive). (7) The compound is CN(C)c1ccc(C(c2c(O)c3ccccc3oc2=O)c2c(O)c3ccccc3oc2=O)cc1. The result is 0 (inactive). (8) The drug is O=C1CC(=O)NC(NN2C(=O)CSC2C(=O)c2ccco2)=N1. The result is 1 (active). (9) The compound is CNC1C(OC2C(OC3C(O)C(O)C(NC(=N)N)C(O)C3NC(=N)N)OC(C)C2(O)CO)OC(CO)C(O)C1O.O=S(=O)(O)O. The result is 0 (inactive). (10) The molecule is CC12CCC3C(CCC4c5nonc5CCC43C)C1CCC(=O)N2. The result is 0 (inactive).